Dataset: Full USPTO retrosynthesis dataset with 1.9M reactions from patents (1976-2016). Task: Predict the reactants needed to synthesize the given product. (1) Given the product [C:21]1([S:27][C:2]2[CH:3]=[CH:4][C:5]([NH:8][C:9]3[S:10][CH:11]=[CH:12][N:13]=3)=[N:6][CH:7]=2)[CH:26]=[CH:25][CH:24]=[CH:23][CH:22]=1, predict the reactants needed to synthesize it. The reactants are: Br[C:2]1[CH:3]=[CH:4][C:5]([NH:8][C:9]2[S:10][CH:11]=[CH:12][N:13]=2)=[N:6][CH:7]=1.C[Li].C([Li])CCC.[C:21]1([S:27][S:27][C:21]2[CH:26]=[CH:25][CH:24]=[CH:23][CH:22]=2)[CH:26]=[CH:25][CH:24]=[CH:23][CH:22]=1.[NH4+].[Cl-]. (2) Given the product [CH3:10][O:9][C:7](=[O:8])[C:6]1[CH:11]=[C:12]([C:2]#[N:3])[CH:13]=[CH:14][C:5]=1[NH2:4], predict the reactants needed to synthesize it. The reactants are: [Cu][C:2]#[N:3].[NH2:4][C:5]1[CH:14]=[CH:13][C:12](Br)=[CH:11][C:6]=1[C:7]([O:9][CH3:10])=[O:8]. (3) Given the product [C:34]([OH:37])([C:11]([F:14])([F:13])[F:12])=[O:35].[F:12][C:11]([F:14])([F:13])[C:9]1[CH:8]=[C:7]2[C:3]([CH:4]=[N:5][NH:6]2)=[C:2]([C:23]2[CH:28]=[CH:27][N:26]=[C:25]([C:29]([OH:31])=[O:30])[CH:24]=2)[CH:10]=1, predict the reactants needed to synthesize it. The reactants are: Br[C:2]1[CH:10]=[C:9]([C:11]([F:14])([F:13])[F:12])[CH:8]=[C:7]2[C:3]=1[CH:4]=[N:5][NH:6]2.CC1(C)C(C)(C)OB([C:23]2[CH:28]=[CH:27][N:26]=[C:25]([C:29]([O:31]C)=[O:30])[CH:24]=2)O1.[C:34]([O-:37])(O)=[O:35].[Na+].